This data is from Forward reaction prediction with 1.9M reactions from USPTO patents (1976-2016). The task is: Predict the product of the given reaction. (1) The product is: [CH3:1][C@H:2]([NH:7][C:8]([C:10]1[C:18]2[C:13](=[N:14][CH:15]=[C:16]([C:32]3[C:31]4[C:35](=[CH:36][CH:37]=[C:29]([Cl:28])[CH:30]=4)[N:34]([CH3:38])[N:33]=3)[N:17]=2)[N:12]([CH2:20][O:21][CH2:22][CH2:23][Si:24]([CH3:27])([CH3:26])[CH3:25])[CH:11]=1)=[O:9])[C:3]([CH3:6])([CH3:5])[CH3:4]. Given the reactants [CH3:1][C@H:2]([NH:7][C:8]([C:10]1[C:18]2[C:13](=[N:14][CH:15]=[C:16](Br)[N:17]=2)[N:12]([CH2:20][O:21][CH2:22][CH2:23][Si:24]([CH3:27])([CH3:26])[CH3:25])[CH:11]=1)=[O:9])[C:3]([CH3:6])([CH3:5])[CH3:4].[Cl:28][C:29]1[CH:30]=[C:31]2[C:35](=[CH:36][CH:37]=1)[N:34]([CH3:38])[N:33]=[C:32]2[Sn](CCCC)(CCCC)CCCC, predict the reaction product. (2) The product is: [CH2:1]([O:3][C:4]([C:6]1[N:11]=[C:10]([CH2:23][CH3:24])[C:9]2[N:13]=[C:14]([C:16]3[CH:21]=[CH:20][CH:19]=[CH:18][CH:17]=3)[S:15][C:8]=2[C:7]=1[OH:22])=[O:5])[CH3:2]. Given the reactants [CH2:1]([O:3][C:4]([C:6]1[N:11]=[C:10](Br)[C:9]2[N:13]=[C:14]([C:16]3[CH:21]=[CH:20][CH:19]=[CH:18][CH:17]=3)[S:15][C:8]=2[C:7]=1[OH:22])=[O:5])[CH3:2].[CH2:23]([Sn](CC)(CC)CC)[CH3:24], predict the reaction product.